Task: Predict which catalyst facilitates the given reaction.. Dataset: Catalyst prediction with 721,799 reactions and 888 catalyst types from USPTO (1) Reactant: Br[C:2]1[CH:3]=[CH:4][C:5]([N+:8]([O-])=O)=[N:6][CH:7]=1.[CH3:11][N:12]([CH3:18])[CH:13]1[CH2:17][CH2:16][NH:15][CH2:14]1.C1C=CC(P(C2C=CC3C(=CC=CC=3)C=2C2C3C(=CC=CC=3)C=CC=2P(C2C=CC=CC=2)C2C=CC=CC=2)C2C=CC=CC=2)=CC=1.C(=O)([O-])[O-].[Cs+].[Cs+]. Product: [CH3:11][N:12]([CH3:18])[CH:13]1[CH2:17][CH2:16][N:15]([C:2]2[CH:3]=[CH:4][C:5]([NH2:8])=[N:6][CH:7]=2)[CH2:14]1. The catalyst class is: 164. (2) Reactant: [CH:1]1[C:6]([C:7]([CH2:9][NH2:10])=O)=[CH:5][CH:4]=[C:3]([Br:11])[CH:2]=1.Cl.C([O-])(=O)C.[Na+].C(O)(=O)C.[NH:22]=[C:23](SC)[C:24]([O:26][CH2:27][CH3:28])=[O:25].C([O-])(O)=O.[Na+]. Product: [Br:11][C:3]1[CH:4]=[CH:5][C:6]([C:7]2[N:22]=[C:23]([C:24]([O:26][CH2:27][CH3:28])=[O:25])[NH:10][CH:9]=2)=[CH:1][CH:2]=1. The catalyst class is: 12. (3) Reactant: [F:1][C@H:2]1[CH2:6][CH2:5][N:4]([C:7]([O:9][C:10]([CH3:13])([CH3:12])[CH3:11])=[O:8])[CH2:3]1.C(N1CC[C@H](O)C1)(OC(C)(C)C)=O.COCCN(S(F)(F)F)CCOC. Product: [F:1][C@@H:2]1[CH2:6][CH2:5][N:4]([C:7]([O:9][C:10]([CH3:13])([CH3:12])[CH3:11])=[O:8])[CH2:3]1. The catalyst class is: 4. (4) Reactant: [N:1]1([C:5]([C:7]2[CH:8]=[N:9][N:10]([CH3:31])[C:11]=2[C:12]([NH:14][C:15]2[CH:20]=[CH:19][N:18]3[CH:21]=[C:22]([C:24]4[CH:29]=[CH:28][CH:27]=[C:26](Br)[CH:25]=4)[N:23]=[C:17]3[N:16]=2)=[O:13])=[O:6])[CH2:4][CH2:3][CH2:2]1.[C:32]1(B(O)O)[CH:37]=[CH:36][CH:35]=[CH:34][CH:33]=1.C(=O)([O-])[O-].[K+].[K+].CN(C=O)C. Product: [N:1]1([C:5]([C:7]2[CH:8]=[N:9][N:10]([CH3:31])[C:11]=2[C:12]([NH:14][C:15]2[CH:20]=[CH:19][N:18]3[CH:21]=[C:22]([C:24]4[CH:25]=[C:26]([C:32]5[CH:37]=[CH:36][CH:35]=[CH:34][CH:33]=5)[CH:27]=[CH:28][CH:29]=4)[N:23]=[C:17]3[N:16]=2)=[O:13])=[O:6])[CH2:4][CH2:3][CH2:2]1. The catalyst class is: 6.